Dataset: Full USPTO retrosynthesis dataset with 1.9M reactions from patents (1976-2016). Task: Predict the reactants needed to synthesize the given product. (1) Given the product [F:39][CH:2]([F:1])[C:3]1[NH:29][C:6]2=[N:7][CH:8]=[CH:9][C:10]([C:11]3[CH:16]=[CH:15][C:14]([S:17]([NH:20][CH:21]4[CH2:26][CH2:25][S:24](=[O:27])(=[O:28])[CH2:23][CH2:22]4)(=[O:19])=[O:18])=[CH:13][CH:12]=3)=[C:5]2[CH:4]=1, predict the reactants needed to synthesize it. The reactants are: [F:1][CH:2]([F:39])[C:3]1[N:29](S(C2C=CC=CC=2)(=O)=O)[C:6]2=[N:7][CH:8]=[CH:9][C:10]([C:11]3[CH:16]=[CH:15][C:14]([S:17]([NH:20][CH:21]4[CH2:26][CH2:25][S:24](=[O:28])(=[O:27])[CH2:23][CH2:22]4)(=[O:19])=[O:18])=[CH:13][CH:12]=3)=[C:5]2[CH:4]=1.CCCC[N+](CCCC)(CCCC)CCCC.[F-].C(Cl)Cl.[Cl-].[NH4+]. (2) Given the product [CH3:11][O:10][C:9]1[CH:8]=[CH:7][C:4]([CH:5]=[O:6])=[CH:3][C:2]=1[C:13]1[S:12][CH:16]=[CH:15][CH:14]=1, predict the reactants needed to synthesize it. The reactants are: Br[C:2]1[CH:3]=[C:4]([CH:7]=[CH:8][C:9]=1[O:10][CH3:11])[CH:5]=[O:6].[S:12]1[CH:16]=[CH:15][CH:14]=[C:13]1B(O)O.C([O-])([O-])=O.[Na+].[Na+]. (3) Given the product [CH:1]1[C:9]2[C:8]3[CH2:10][CH2:11][CH2:12][CH2:13][CH2:14][CH2:15][C:7]=3[O:6][C:5]=2[CH:4]=[CH:3][C:2]=1[NH:16][C:20](=[O:21])[CH2:19][CH:18]([CH3:17])[CH2:23][C:24]([CH3:27])([CH3:26])[CH3:25], predict the reactants needed to synthesize it. The reactants are: [CH:1]1[C:9]2[C:8]3[CH2:10][CH2:11][CH2:12][CH2:13][CH2:14][CH2:15][C:7]=3[O:6][C:5]=2[CH:4]=[CH:3][C:2]=1[NH2:16].[CH3:17][CH:18]([CH2:23][C:24]([CH3:27])([CH3:26])[CH3:25])[CH2:19][C:20](Cl)=[O:21]. (4) Given the product [C:47]([Si:34]([C:35]1[CH:40]=[CH:39][CH:38]=[CH:37][CH:36]=1)([C:41]1[CH:42]=[CH:43][CH:44]=[CH:45][CH:46]=1)[O:33][C@H:31]1[CH2:32][N:28]([C:26]([O:25][CH2:18][C:19]2[CH:20]=[CH:21][CH:22]=[CH:23][CH:24]=2)=[O:27])[C@@H:29]([C:51](=[O:53])[N:16]([O:15][CH3:14])[CH3:17])[CH2:30]1)([CH3:48])([CH3:49])[CH3:50], predict the reactants needed to synthesize it. The reactants are: Cl.CN(C)CCCN=C=NCC.Cl.[CH3:14][O:15][NH:16][CH3:17].[CH2:18]([O:25][C:26]([N:28]1[CH2:32][C@H:31]([O:33][Si:34]([C:47]([CH3:50])([CH3:49])[CH3:48])([C:41]2[CH:46]=[CH:45][CH:44]=[CH:43][CH:42]=2)[C:35]2[CH:40]=[CH:39][CH:38]=[CH:37][CH:36]=2)[CH2:30][C@@H:29]1[C:51]([OH:53])=O)=[O:27])[C:19]1[CH:24]=[CH:23][CH:22]=[CH:21][CH:20]=1. (5) Given the product [Cl:1][C:2]1[CH:7]=[CH:6][C:5]([CH2:8][C:9]#[CH:10])=[CH:4][CH:3]=1, predict the reactants needed to synthesize it. The reactants are: [Cl:1][C:2]1[CH:7]=[CH:6][C:5]([CH:8](O)[C:9]#[CH:10])=[CH:4][CH:3]=1.C([SiH](CC)CC)C.FC(F)(F)C(O)=O.C(=O)(O)[O-].[Na+]. (6) Given the product [CH:27]1[C:26]([N+:23]([O-:25])=[O:24])=[CH:31][CH:30]=[C:29]([OH:32])[CH:28]=1, predict the reactants needed to synthesize it. The reactants are: [N+](C1C=CC(CC([O-])=O)=CC=1)([O-])=O.C(O)C(N)(CO)CO.Cl.[N+:23]([C:26]1[CH:31]=[CH:30][C:29]([O-:32])=[CH:28][CH:27]=1)([O-:25])=[O:24]. (7) Given the product [O:38]1[CH2:39][CH2:40][N:35]([C:32]2[N:33]=[CH:34][C:29]([C:2]3[C:10]4[C:5](=[CH:6][C:7]([CH:11]=[O:12])=[CH:8][CH:9]=4)[N:4]([CH2:13][O:14][CH2:15][CH2:16][Si:17]([CH3:20])([CH3:19])[CH3:18])[N:3]=3)=[CH:30][CH:31]=2)[CH2:36][CH2:37]1, predict the reactants needed to synthesize it. The reactants are: I[C:2]1[C:10]2[C:5](=[CH:6][C:7]([CH:11]=[O:12])=[CH:8][CH:9]=2)[N:4]([CH2:13][O:14][CH2:15][CH2:16][Si:17]([CH3:20])([CH3:19])[CH3:18])[N:3]=1.CC1(C)C(C)(C)OB([C:29]2[CH:30]=[CH:31][C:32]([N:35]3[CH2:40][CH2:39][O:38][CH2:37][CH2:36]3)=[N:33][CH:34]=2)O1.C([O-])([O-])=O.[Na+].[Na+].